From a dataset of Forward reaction prediction with 1.9M reactions from USPTO patents (1976-2016). Predict the product of the given reaction. (1) Given the reactants [CH3:1][O:2][C:3](=[O:12])[C:4]1[CH:9]=[CH:8][C:7](Cl)=[N:6][C:5]=1[NH2:11].C([Sn](CCCC)(CCCC)[CH2:18][O:19][CH3:20])CCC.CN1CCCC1=O.[F-].[K+], predict the reaction product. The product is: [CH3:1][O:2][C:3](=[O:12])[C:4]1[CH:9]=[CH:8][C:7]([CH2:18][O:19][CH3:20])=[N:6][C:5]=1[NH2:11]. (2) The product is: [CH2:1]([O:4][C:5]1[N:10]=[C:9]([N:28]2[CH2:33][CH2:32][CH:31]([CH2:34][OH:35])[CH2:30][CH2:29]2)[N:8]=[C:7]([C:15]([O:17][CH2:18][CH3:19])=[O:16])[C:6]=1[O:20][CH2:21][C:22]1[CH:27]=[CH:26][CH:25]=[CH:24][CH:23]=1)[CH:2]=[CH2:3]. Given the reactants [CH2:1]([O:4][C:5]1[N:10]=[C:9](S(C)(=O)=O)[N:8]=[C:7]([C:15]([O:17][CH2:18][CH3:19])=[O:16])[C:6]=1[O:20][CH2:21][C:22]1[CH:27]=[CH:26][CH:25]=[CH:24][CH:23]=1)[CH:2]=[CH2:3].[NH:28]1[CH2:33][CH2:32][CH:31]([CH2:34][OH:35])[CH2:30][CH2:29]1, predict the reaction product. (3) Given the reactants [CH3:1][N:2]1[C:14]2[CH2:13][CH2:12][C@@H:11]([CH:15]3[CH2:20][CH2:19][O:18][CH2:17][CH2:16]3)[CH2:10][C:9]=2[C:8]2[C:3]1=[CH:4][CH:5]=[C:6]([C:21]([OH:23])=O)[CH:7]=2.Cl.[CH2:25]([NH:27][C:28]([C@H:30]1[CH2:34][CH2:33][NH:32][CH2:31]1)=[O:29])[CH3:26].CN(C(ON1N=NC2C=CC=NC1=2)=[N+](C)C)C.F[P-](F)(F)(F)(F)F.C(N(CC)C(C)C)(C)C, predict the reaction product. The product is: [CH2:25]([NH:27][C:28]([C@H:30]1[CH2:34][CH2:33][N:32]([C:21]([C:6]2[CH:7]=[C:8]3[C:3](=[CH:4][CH:5]=2)[N:2]([CH3:1])[C:14]2[CH2:13][CH2:12][C@@H:11]([CH:15]4[CH2:20][CH2:19][O:18][CH2:17][CH2:16]4)[CH2:10][C:9]3=2)=[O:23])[CH2:31]1)=[O:29])[CH3:26]. (4) Given the reactants Cl[C:2]1[CH:7]=[CH:6][N:5]=[C:4]([C:8]2[CH:13]=[CH:12][CH:11]=[CH:10][CH:9]=2)[N:3]=1.[NH2:14][C@@H:15]1[CH2:19][CH2:18][N:17]([C:20]([C:22]2[CH:27]=[C:26]([CH3:28])[CH:25]=[CH:24][C:23]=2[C:29]([F:32])([F:31])[F:30])=[O:21])[CH2:16]1.C([O-])([O-])=O.[K+].[K+], predict the reaction product. The product is: [CH3:28][C:26]1[CH:25]=[CH:24][C:23]([C:29]([F:32])([F:30])[F:31])=[C:22]([C:20]([N:17]2[CH2:18][CH2:19][C@@H:15]([NH:14][C:2]3[CH:7]=[CH:6][N:5]=[C:4]([C:8]4[CH:13]=[CH:12][CH:11]=[CH:10][CH:9]=4)[N:3]=3)[CH2:16]2)=[O:21])[CH:27]=1. (5) Given the reactants [F:1][C:2]([F:7])([F:6])[C:3]([OH:5])=[O:4].[NH2:8][CH2:9][C:10]([NH:12][C@H:13]([C:21]([N:23]1[CH2:50][CH2:49][CH2:48][C@@H:24]1[C:25]([NH:27][CH2:28][CH2:29][CH2:30][NH:31][C:32]1[C:45]2[C:44](=[O:46])[C:43]3[C:38](=[CH:39][CH:40]=[CH:41][CH:42]=3)[C:37](=[O:47])[C:36]=2[CH:35]=[CH:34][CH:33]=1)=[O:26])=[O:22])[CH2:14][C:15]1[CH:20]=[CH:19][CH:18]=[CH:17][CH:16]=1)=[O:11].CN([CH:54]=[O:55])C, predict the reaction product. The product is: [F:1][C:2]([F:7])([F:6])[C:3]([OH:5])=[O:4].[NH2:12][C@H:13]([C:54]([NH:8][CH2:9][C:10]([NH:12][C@H:13]([C:21]([N:23]1[CH2:50][CH2:49][CH2:48][C@@H:24]1[C:25]([NH:27][CH2:28][CH2:29][CH2:30][NH:31][C:32]1[C:45]2[C:44](=[O:46])[C:43]3[C:38](=[CH:39][CH:40]=[CH:41][CH:42]=3)[C:37](=[O:47])[C:36]=2[CH:35]=[CH:34][CH:33]=1)=[O:26])=[O:22])[CH2:14][C:15]1[CH:20]=[CH:19][CH:18]=[CH:17][CH:16]=1)=[O:11])=[O:55])[C@H:14]([CH2:2][CH3:3])[CH3:15].